From a dataset of Reaction yield outcomes from USPTO patents with 853,638 reactions. Predict the reaction yield, written as a fraction of the theoretical maximum amount of product (1.0 means a 100% yield; for example, 0.34 means a 34% yield). (1) The reactants are [Br:1][C:2]1[CH:3]=[C:4]2[C:9](=[CH:10][CH:11]=1)[N:8]=[CH:7][C:6]([C:12]([CH:14]1[CH2:16][CH2:15]1)=[O:13])=[C:5]2Cl.[CH3:18][N:19]1[CH2:24][CH2:23][CH:22]([NH2:25])[CH2:21][CH2:20]1. No catalyst specified. The product is [Br:1][C:2]1[CH:3]=[C:4]2[C:9](=[CH:10][CH:11]=1)[N:8]=[CH:7][C:6]([C:12]([CH:14]1[CH2:16][CH2:15]1)=[O:13])=[C:5]2[NH:25][CH:22]1[CH2:23][CH2:24][N:19]([CH3:18])[CH2:20][CH2:21]1. The yield is 0.870. (2) The reactants are [F:1][C:2]1[CH:10]=[C:9]2[C:5]([C:6]([C:20]3[CH:21]=[C:22]([NH2:27])[C:23]([NH2:26])=[CH:24][CH:25]=3)=[CH:7][N:8]2[S:11]([C:14]2[CH:19]=[CH:18][CH:17]=[CH:16][CH:15]=2)(=[O:13])=[O:12])=[CH:4][CH:3]=1.[C:28]1(=O)[O:33][C:31](=[O:32])[CH2:30][CH2:29]1. The catalyst is O1CCOCC1. The product is [F:1][C:2]1[CH:10]=[C:9]2[C:5]([C:6]([C:20]3[CH:25]=[CH:24][C:23]4[NH:26][C:28]([CH2:29][CH2:30][C:31]([OH:33])=[O:32])=[N:27][C:22]=4[CH:21]=3)=[CH:7][N:8]2[S:11]([C:14]2[CH:15]=[CH:16][CH:17]=[CH:18][CH:19]=2)(=[O:13])=[O:12])=[CH:4][CH:3]=1. The yield is 0.990. (3) The catalyst is COCCOC.C1C=CC(P(C2C=CC=CC=2)[C-]2C=CC=C2)=CC=1.C1C=CC(P(C2C=CC=CC=2)[C-]2C=CC=C2)=CC=1.Cl[Pd]Cl.[Fe+2]. The product is [F:35][C:27]1[CH:28]=[C:29]([C:2]2[N:3]=[N:4][C:5]([O:8][CH2:9][CH:10]3[CH2:15][CH2:14][N:13]([CH2:16][C:17]([F:20])([CH3:19])[CH3:18])[CH2:12][CH2:11]3)=[CH:6][CH:7]=2)[CH:30]=[CH:31][C:26]=1[C:24]([O:23][CH2:21][CH3:22])=[O:25]. The reactants are Cl[C:2]1[N:3]=[N:4][C:5]([O:8][CH2:9][CH:10]2[CH2:15][CH2:14][N:13]([CH2:16][C:17]([F:20])([CH3:19])[CH3:18])[CH2:12][CH2:11]2)=[CH:6][CH:7]=1.[CH2:21]([O:23][C:24]([C:26]1[CH:31]=[CH:30][C:29](B(O)O)=[CH:28][C:27]=1[F:35])=[O:25])[CH3:22].C([O-])([O-])=O.[Na+].[Na+].O. The yield is 0.590. (4) The reactants are [C:1]1([C:6]2[C:14]3[C:9](=[CH:10][N:11]=[C:12]([C:15]4[CH:16]=[N:17][CH:18]=[CH:19][CH:20]=4)[CH:13]=3)[N:8]([CH:21]3[CH2:26][CH2:25][CH2:24][CH2:23][O:22]3)[N:7]=2)[CH2:5][CH2:4][CH2:3][CH:2]=1.C1CC=CCC=1. The yield is 0.760. The catalyst is [Pd].C(O)C. The product is [CH:1]1([C:6]2[C:14]3[C:9](=[CH:10][N:11]=[C:12]([C:15]4[CH:16]=[N:17][CH:18]=[CH:19][CH:20]=4)[CH:13]=3)[N:8]([CH:21]3[CH2:26][CH2:25][CH2:24][CH2:23][O:22]3)[N:7]=2)[CH2:2][CH2:3][CH2:4][CH2:5]1. (5) The reactants are Br[C:2]1[S:6][C:5]([C:7]([NH:9][C:10]2[CH:15]=[CH:14][CH:13]=[CH:12][C:11]=2[F:16])=[O:8])=[CH:4][CH:3]=1.[Cl:17][C:18]1[C:19](B2OC(C)(C)C(C)(C)O2)=[CH:20][C:21]2[S:25][CH:24]=[N:23][C:22]=2[CH:26]=1.C(=O)([O-])[O-].[Na+].[Na+].CC(=O)OCC.[Cl-].[Na+].O. The catalyst is COCCOC.CCO.O.[Pd].C1(P(C2C=CC=CC=2)C2C=CC=CC=2)C=CC=CC=1.C1(P(C2C=CC=CC=2)C2C=CC=CC=2)C=CC=CC=1.C1(P(C2C=CC=CC=2)C2C=CC=CC=2)C=CC=CC=1.C1(P(C2C=CC=CC=2)C2C=CC=CC=2)C=CC=CC=1. The product is [Cl:17][C:18]1[C:19]([C:2]2[S:6][C:5]([C:7]([NH:9][C:10]3[CH:15]=[CH:14][CH:13]=[CH:12][C:11]=3[F:16])=[O:8])=[CH:4][CH:3]=2)=[CH:20][C:21]2[S:25][CH:24]=[N:23][C:22]=2[CH:26]=1. The yield is 0.716. (6) The reactants are C(NC(C)C)(C)C.C([Li])CCC.[Cl:13][C:14]1[CH:15]=[C:16]([CH2:20][C:21]([OH:23])=[O:22])[CH:17]=[CH:18][CH:19]=1.[C:24]1(=[O:30])[CH2:29][CH2:28][CH2:27][CH2:26][CH2:25]1. The catalyst is O1CCCC1. The product is [Cl:13][C:14]1[CH:15]=[C:16]([CH:20]([C:24]2([OH:30])[CH2:29][CH2:28][CH2:27][CH2:26][CH2:25]2)[C:21]([OH:23])=[O:22])[CH:17]=[CH:18][CH:19]=1. The yield is 0.960. (7) The reactants are [CH3:1][O:2][C:3]1[CH:4]=[C:5]([O:17][C:18]2[CH:19]=[N:20][C:21]([CH2:24][O:25][CH3:26])=[CH:22][CH:23]=2)[CH:6]=[C:7]2[C:11]=1[NH:10][C:9]([C:12]([O:14]CC)=[O:13])=[CH:8]2.[OH-].[Na+]. The catalyst is O1CCCC1.C(O)C. The product is [CH3:1][O:2][C:3]1[CH:4]=[C:5]([O:17][C:18]2[CH:19]=[N:20][C:21]([CH2:24][O:25][CH3:26])=[CH:22][CH:23]=2)[CH:6]=[C:7]2[C:11]=1[NH:10][C:9]([C:12]([OH:14])=[O:13])=[CH:8]2. The yield is 1.00. (8) The reactants are [Si]([O:8][C@H:9]1[CH2:13][O:12][CH2:11][C@H:10]1[NH2:14])(C(C)(C)C)(C)C.[Cl:15][C:16]1[C:23]([CH3:24])=[C:22](F)[CH:21]=[CH:20][C:17]=1[C:18]#[N:19].CCCC[N+](CCCC)(CCCC)CCCC.[F-]. No catalyst specified. The product is [Cl:15][C:16]1[C:23]([CH3:24])=[C:22]([NH:14][C@H:10]2[C@@H:9]([OH:8])[CH2:13][O:12][CH2:11]2)[CH:21]=[CH:20][C:17]=1[C:18]#[N:19]. The yield is 0.190. (9) The reactants are [CH3:1][O:2][C:3]1[CH:4]=[C:5](B(O)O)[CH:6]=[CH:7][C:8]=1[O:9][CH3:10].I[C:15]1[C:23]2[C:18](=[N:19][CH:20]=[N:21][C:22]=2[NH2:24])[N:17]([CH:25]([CH3:27])[CH3:26])[N:16]=1.C([O-])([O-])=O.[Na+].[Na+]. The catalyst is CCO.COCCOC.C1C=CC([P]([Pd]([P](C2C=CC=CC=2)(C2C=CC=CC=2)C2C=CC=CC=2)([P](C2C=CC=CC=2)(C2C=CC=CC=2)C2C=CC=CC=2)[P](C2C=CC=CC=2)(C2C=CC=CC=2)C2C=CC=CC=2)(C2C=CC=CC=2)C2C=CC=CC=2)=CC=1. The product is [CH:25]([N:17]1[C:18]2=[N:19][CH:20]=[N:21][C:22]([NH2:24])=[C:23]2[C:15]([C:5]2[CH:6]=[CH:7][C:8]([O:9][CH3:10])=[C:3]([O:2][CH3:1])[CH:4]=2)=[N:16]1)([CH3:27])[CH3:26]. The yield is 0.600.